From a dataset of Full USPTO retrosynthesis dataset with 1.9M reactions from patents (1976-2016). Predict the reactants needed to synthesize the given product. (1) Given the product [I:13][C:9]1[CH:8]=[CH:7][C:5]([NH2:6])=[C:4]([N+:1]([O-:3])=[O:2])[CH:10]=1, predict the reactants needed to synthesize it. The reactants are: [N+:1]([C:4]1[CH:10]=[CH:9][CH:8]=[CH:7][C:5]=1[NH2:6])([O-:3])=[O:2].[I-].[K+].[I:13]([O-])(=O)(=O)=O.[K+].[Cl-].[Na+]. (2) Given the product [Br:1][C:2]1[CH:3]=[C:4]([CH2:13][OH:14])[C:5]2[O:9][C:8]([CH3:11])([CH3:10])[CH2:7][C:6]=2[CH:12]=1, predict the reactants needed to synthesize it. The reactants are: [Br:1][C:2]1[CH:3]=[C:4]([C:13](OC)=[O:14])[C:5]2[O:9][C:8]([CH3:11])([CH3:10])[CH2:7][C:6]=2[CH:12]=1.[H-].[H-].[H-].[H-].[Li+].[Al+3]. (3) Given the product [C:28]([C:22]1[CH:23]=[C:24]([CH:25]([CH3:27])[CH3:26])[C:18]2[O:17][C:16]([C:13]3[CH:14]=[CH:15][C:10]([C:9]([NH:8][CH:4]([CH:5]([CH3:6])[CH3:7])[C:3]([OH:31])=[O:2])=[O:30])=[CH:11][CH:12]=3)=[N:20][C:19]=2[CH:21]=1)#[N:29], predict the reactants needed to synthesize it. The reactants are: C[O:2][C:3](=[O:31])[CH:4]([NH:8][C:9](=[O:30])[C:10]1[CH:15]=[CH:14][C:13]([C:16]2[O:17][C:18]3[C:24]([CH:25]([CH3:27])[CH3:26])=[CH:23][C:22]([C:28]#[N:29])=[CH:21][C:19]=3[N:20]=2)=[CH:12][CH:11]=1)[CH:5]([CH3:7])[CH3:6].C(C1C=C(C(C)C)C2OC(C3C=CC(C(O)=O)=CC=3)=NC=2C=1)#N. (4) Given the product [Cl:14][C:9]1[C:10]2[CH:2]([CH3:1])[S:3][CH2:4][C:5]=2[N:6]=[CH:7][N:8]=1, predict the reactants needed to synthesize it. The reactants are: [CH3:1][CH:2]1[C:10]2[C:9](O)=[N:8][CH:7]=[N:6][C:5]=2[CH2:4][S:3]1.O=P(Cl)(Cl)[Cl:14].